This data is from Catalyst prediction with 721,799 reactions and 888 catalyst types from USPTO. The task is: Predict which catalyst facilitates the given reaction. (1) Reactant: [CH:1]([O:4][C:5](=[O:18])[C:6]1[CH:11]=[CH:10][CH:9]=[C:8]([C:12]#[C:13][Si](C)(C)C)[CH:7]=1)([CH3:3])[CH3:2].[F-].C([N+](CCCC)(CCCC)CCCC)CCC.O. Product: [CH:1]([O:4][C:5](=[O:18])[C:6]1[CH:11]=[CH:10][CH:9]=[C:8]([C:12]#[CH:13])[CH:7]=1)([CH3:3])[CH3:2]. The catalyst class is: 7. (2) Reactant: C(O[BH-](OC(=O)C)OC(=O)C)(=O)C.[Na+].[ClH:15].[CH3:16][CH:17]([NH:19][C:20]1[C:25]([C:26]#[N:27])=[CH:24][C:23]([C:28]2[O:32][N:31]=[C:30]([C:33]3[C:34]([CH3:43])=[C:35]4[C:40](=[CH:41][CH:42]=3)[CH2:39][NH:38][CH2:37][CH2:36]4)[N:29]=2)=[CH:22][N:21]=1)[CH3:18].[O:44]=[CH:45][C@H:46]([CH2:48]O)[OH:47].C(=O)([O-])O.[Na+]. Product: [ClH:15].[OH:47][C@@H:46]([CH2:45][OH:44])[CH2:48][N:38]1[CH2:37][CH2:36][C:35]2[C:40](=[CH:41][CH:42]=[C:33]([C:30]3[N:29]=[C:28]([C:23]4[CH:24]=[C:25]([C:26]#[N:27])[C:20]([NH:19][CH:17]([CH3:16])[CH3:18])=[N:21][CH:22]=4)[O:32][N:31]=3)[C:34]=2[CH3:43])[CH2:39]1. The catalyst class is: 61. (3) Reactant: [NH2:1][C@H:2]1[CH2:7][CH2:6][C@H:5]([OH:8])[CH2:4][CH2:3]1.C(N(CC)CC)C.[F:16][C:17]([F:28])([F:27])[C:18]1[CH:19]=[C:20]([N:24]=[C:25]=[O:26])[CH:21]=[CH:22][CH:23]=1. Product: [OH:8][C@H:5]1[CH2:6][CH2:7][C@H:2]([NH:1][C:25]([NH:24][C:20]2[CH:21]=[CH:22][CH:23]=[C:18]([C:17]([F:16])([F:27])[F:28])[CH:19]=2)=[O:26])[CH2:3][CH2:4]1. The catalyst class is: 7. (4) Reactant: [F:1][C:2]([F:24])([F:23])[C:3]1[CH:4]=[C:5]([C:13]2[N:17]=[CH:16][N:15](/[CH:18]=[CH:19]\[C:20](O)=[O:21])[N:14]=2)[CH:6]=[C:7]([C:9]([F:12])([F:11])[F:10])[CH:8]=1.[N:25]1[CH:30]=[CH:29][N:28]=[CH:27][C:26]=1[C:31]([NH:33][NH2:34])=[O:32].C(P1(=O)OP(CCC)(=O)OP(CCC)(=O)O1)CC.CCN(C(C)C)C(C)C. Product: [F:23][C:2]([F:24])([F:1])[C:3]1[CH:4]=[C:5]([C:13]2[N:17]=[CH:16][N:15](/[CH:18]=[CH:19]\[C:20]([NH:34][NH:33][C:31]([C:26]3[CH:27]=[N:28][CH:29]=[CH:30][N:25]=3)=[O:32])=[O:21])[N:14]=2)[CH:6]=[C:7]([C:9]([F:12])([F:10])[F:11])[CH:8]=1. The catalyst class is: 4.